This data is from Reaction yield outcomes from USPTO patents with 853,638 reactions. The task is: Predict the reaction yield, written as a fraction of the theoretical maximum amount of product (1.0 means a 100% yield; for example, 0.34 means a 34% yield). (1) The reactants are Br[C:2]1[CH:3]=[N:4][CH:5]=[C:6]([N:10]2[C:22](=[O:23])[C:21]3[S:20][C:19]4[CH2:18][CH2:17][CH2:16][CH2:15][C:14]=4[C:13]=3[CH2:12][CH2:11]2)[C:7]=1[CH:8]=[O:9].[CH3:24][N:25]1[CH:30]=[C:29](B2OC(C)(C)C(C)(C)O2)[CH:28]=[C:27]([NH:40][C:41]2[CH:46]=[CH:45][C:44]([N:47]3[CH2:52][CH2:51][N:50]([CH:53]4[CH2:56][O:55][CH2:54]4)[CH2:49][CH2:48]3)=[CH:43][N:42]=2)[C:26]1=[O:57].[O-]P([O-])([O-])=O.[K+].[K+].[K+].CC([O-])=O.[Na+]. The catalyst is CC#N.O.C1C=CC(P(C2C=CC=CC=2)[C-]2C=CC=C2)=CC=1.C1C=CC(P(C2C=CC=CC=2)[C-]2C=CC=C2)=CC=1.Cl[Pd]Cl.[Fe+2]. The product is [CH3:24][N:25]1[C:26](=[O:57])[C:27]([NH:40][C:41]2[CH:46]=[CH:45][C:44]([N:47]3[CH2:52][CH2:51][N:50]([CH:53]4[CH2:54][O:55][CH2:56]4)[CH2:49][CH2:48]3)=[CH:43][N:42]=2)=[CH:28][C:29]([C:2]2[CH:3]=[N:4][CH:5]=[C:6]([N:10]3[C:22](=[O:23])[C:21]4[S:20][C:19]5[CH2:18][CH2:17][CH2:16][CH2:15][C:14]=5[C:13]=4[CH2:12][CH2:11]3)[C:7]=2[CH:8]=[O:9])=[CH:30]1. The yield is 0.400. (2) The reactants are [CH2:1]([O:3][C:4](=[O:9])[CH:5]([NH2:8])[C:6]#[N:7])[CH3:2].CN(C1C=CC=CN=1)C.C1(N=C=NC2CCCCC2)CCCCC1.[CH3:34][O:35][CH2:36][CH2:37][C:38](O)=[O:39]. The catalyst is C(OCC)(=O)C. The product is [CH2:1]([O:3][C:4](=[O:9])[CH:5]([C:6]#[N:7])[NH:8][C:38](=[O:39])[CH2:37][CH2:36][O:35][CH3:34])[CH3:2]. The yield is 0.760. (3) The reactants are BrC[C:3]1([O:25][CH3:26])[CH:11]=[C:10]2[C:6](=[C:7]([C:23]#[N:24])[CH:8]([C:14]3[CH:19]=[CH:18][C:17]([N+:20]([O-:22])=[O:21])=[CH:16][CH:15]=3)[N:9]2[CH2:12][CH3:13])[CH:5]=[CH:4]1.[NH:27]1[CH2:32][CH2:31][O:30][CH2:29][CH2:28]1.Cl[CH2:34]CCl. No catalyst specified. The product is [CH2:12]([N:9]1[C:10]2[C:6](=[CH:5][C:4]([CH2:34][N:27]3[CH2:32][CH2:31][O:30][CH2:29][CH2:28]3)=[C:3]([O:25][CH3:26])[CH:11]=2)[C:7]([C:23]#[N:24])=[C:8]1[C:14]1[CH:15]=[CH:16][C:17]([N+:20]([O-:22])=[O:21])=[CH:18][CH:19]=1)[CH3:13]. The yield is 0.440.